From a dataset of Peptide-MHC class I binding affinity with 185,985 pairs from IEDB/IMGT. Regression. Given a peptide amino acid sequence and an MHC pseudo amino acid sequence, predict their binding affinity value. This is MHC class I binding data. (1) The peptide sequence is LQYNTFLQY. The MHC is HLA-A02:01 with pseudo-sequence HLA-A02:01. The binding affinity (normalized) is 0.0847. (2) The peptide sequence is VPRRKAKII. The MHC is HLA-B53:01 with pseudo-sequence HLA-B53:01. The binding affinity (normalized) is 0. (3) The peptide sequence is VRSNINQPW. The MHC is Mamu-B17 with pseudo-sequence Mamu-B17. The binding affinity (normalized) is 0.784. (4) The peptide sequence is VIGLTTHCTK. The MHC is HLA-A11:01 with pseudo-sequence HLA-A11:01. The binding affinity (normalized) is 0.646. (5) The peptide sequence is RAPHLPPQW. The MHC is HLA-A30:01 with pseudo-sequence HLA-A30:01. The binding affinity (normalized) is 0.213. (6) The peptide sequence is LPYVGDTSM. The MHC is HLA-B07:02 with pseudo-sequence HLA-B07:02. The binding affinity (normalized) is 1.00. (7) The peptide sequence is RLSCAASGF. The MHC is HLA-A29:02 with pseudo-sequence HLA-A29:02. The binding affinity (normalized) is 0.107. (8) The peptide sequence is ASSEPHCAL. The MHC is HLA-B57:01 with pseudo-sequence HLA-B57:01. The binding affinity (normalized) is 0.0847. (9) The peptide sequence is RAWGRRLMI. The MHC is HLA-B07:02 with pseudo-sequence HLA-B07:02. The binding affinity (normalized) is 1.00. (10) The peptide sequence is FEVKKRDGV. The MHC is HLA-B08:01 with pseudo-sequence HLA-B08:01. The binding affinity (normalized) is 0.